This data is from HIV replication inhibition screening data with 41,000+ compounds from the AIDS Antiviral Screen. The task is: Binary Classification. Given a drug SMILES string, predict its activity (active/inactive) in a high-throughput screening assay against a specified biological target. (1) The drug is CC1(C)CCCCCC(O)C(O)CCC(C)(C)C1=O. The result is 0 (inactive). (2) The molecule is COC(=O)C1CCCCCC2C(CO)=C(C)C(=O)C12. The result is 0 (inactive). (3) The drug is N#CC(C=Cc1ccccc1)Nc1ccccc1CO. The result is 0 (inactive). (4) The drug is C[N+]12CCCCC1C(CN1C(=O)c3ccccc3C1=O)CCC2.[I-]. The result is 0 (inactive). (5) The compound is O=C1N=C2SC(=S)NC(=S)N2NC12c1ccccc1-c1ccccc12. The result is 0 (inactive). (6) The drug is COc1ccc(NC(=O)CSc2nnc(-c3ccc(NC(C)=O)cc3)o2)cc1. The result is 0 (inactive). (7) The drug is COc1cc2c(cc1O)C(CSC)Cc1cc3c(cc1N(C)CC2)OCO3. The result is 0 (inactive). (8) The molecule is COC(=O)c1c2oc3c(C(=O)OC)cccc3nc-2cc(N)c1=O. The result is 0 (inactive). (9) The drug is Oc1cnnc2c(Br)cccc12. The result is 0 (inactive). (10) The compound is CC1(C)OCC(CO)(Nc2nc(N3CC3)nc(N3CC3)n2)CO1. The result is 0 (inactive).